The task is: Predict the product of the given reaction.. This data is from Forward reaction prediction with 1.9M reactions from USPTO patents (1976-2016). (1) Given the reactants Cl[C:2]1[C:3]([NH2:9])=[N:4][CH:5]=[N:6][C:7]=1Cl.[CH2:10]([N:17]1[CH:21]=[C:20](B(O)O)[CH:19]=[N:18]1)[C:11]1[CH:16]=[CH:15][CH:14]=[CH:13][CH:12]=1.[NH2:25][CH:26]1[CH2:39][C:28]2([CH2:31][N:30]([C:32]([O:34]C(C)(C)C)=O)[CH2:29]2)[CH2:27]1.[C:40](O)(=O)[C:41]#C, predict the reaction product. The product is: [NH2:9][C:3]1[N:4]=[CH:5][N:6]=[C:7]([NH:25][CH:26]2[CH2:27][C:28]3([CH2:29][N:30]([C:32](=[O:34])[C:40]#[CH:41])[CH2:31]3)[CH2:39]2)[C:2]=1[C:20]1[CH:19]=[N:18][N:17]([CH2:10][C:11]2[CH:16]=[CH:15][CH:14]=[CH:13][CH:12]=2)[CH:21]=1. (2) The product is: [Cl:1][C:2]1[CH:3]=[C:4]2[C:8](=[CH:9][C:10]=1[Cl:11])[NH:7][C:6]([C:12]([NH:34][CH2:33][C:29]1[CH:28]=[C:27]([CH:32]=[CH:31][CH:30]=1)[O:26][C:23]1[CH:24]=[CH:25][C:20]([CH2:19][CH2:18][C:17]([OH:36])=[O:16])=[C:21]([CH3:35])[CH:22]=1)=[O:14])=[CH:5]2. Given the reactants [Cl:1][C:2]1[CH:3]=[C:4]2[C:8](=[CH:9][C:10]=1[Cl:11])[NH:7][C:6]([C:12]([OH:14])=O)=[CH:5]2.C[O:16][C:17](=[O:36])[CH2:18][CH2:19][C:20]1[CH:25]=[CH:24][C:23]([O:26][C:27]2[CH:32]=[CH:31][CH:30]=[C:29]([CH2:33][NH2:34])[CH:28]=2)=[CH:22][C:21]=1[CH3:35], predict the reaction product. (3) Given the reactants [Cl:1][C:2]1[N:7]=[C:6]([C:8]2[S:12][C:11]([CH:13]([CH3:15])[CH3:14])=[N:10][C:9]=2[C:16]2[CH:17]=[CH:18][C:19]([F:23])=[C:20]([NH2:22])[CH:21]=2)[CH:5]=[CH:4][N:3]=1.[F:24][C:25]1[CH:30]=[CH:29][CH:28]=[CH:27][C:26]=1[S:31](Cl)(=[O:33])=[O:32].C(Cl)Cl.N1C=CC=CC=1, predict the reaction product. The product is: [Cl:1][C:2]1[N:7]=[C:6]([C:8]2[S:12][C:11]([CH:13]([CH3:15])[CH3:14])=[N:10][C:9]=2[C:16]2[CH:17]=[CH:18][C:19]([F:23])=[C:20]([NH:22][S:31]([C:26]3[CH:27]=[CH:28][CH:29]=[CH:30][C:25]=3[F:24])(=[O:33])=[O:32])[CH:21]=2)[CH:5]=[CH:4][N:3]=1. (4) Given the reactants S(=O)(=O)(O)O.[F:6][C:7]([F:18])([F:17])[C:8]([F:16])([C:12]([F:15])([F:14])[F:13])[CH2:9][CH2:10]I.S([O-])([O-])=[O:20].[Na+].[Na+], predict the reaction product. The product is: [F:16][C:8]([C:12]([F:15])([F:14])[F:13])([C:7]([F:18])([F:17])[F:6])[CH2:9][CH2:10][OH:20].